This data is from Reaction yield outcomes from USPTO patents with 853,638 reactions. The task is: Predict the reaction yield, written as a fraction of the theoretical maximum amount of product (1.0 means a 100% yield; for example, 0.34 means a 34% yield). (1) The reactants are [NH2:1][CH2:2][CH2:3][CH2:4][CH2:5][C:6]1[CH:22]=[CH:21][C:9]([O:10][CH2:11][C:12]([NH:14][C:15]2[CH:20]=[CH:19][CH:18]=[CH:17][CH:16]=2)=[O:13])=[CH:8][CH:7]=1.C(N(CC)CC)C.I.[NH2:31][C:32]1[C:33]([C:40]([NH:42][C:43](=[NH:46])SC)=[O:41])=[N:34][C:35]([Cl:39])=[C:36]([NH2:38])[N:37]=1. The catalyst is C(O)C. The product is [NH2:31][C:32]1[C:33]([C:40]([N:42]=[C:43]([NH2:46])[NH:1][CH2:2][CH2:3][CH2:4][CH2:5][C:6]2[CH:22]=[CH:21][C:9]([O:10][CH2:11][C:12]([NH:14][C:15]3[CH:16]=[CH:17][CH:18]=[CH:19][CH:20]=3)=[O:13])=[CH:8][CH:7]=2)=[O:41])=[N:34][C:35]([Cl:39])=[C:36]([NH2:38])[N:37]=1. The yield is 0.670. (2) The yield is 1.00. The catalyst is C(Cl)Cl.CN(C=O)C. The product is [Cl:1][C:2]1[CH:7]=[CH:6][C:5]([C:8]2[C:9](=[O:22])[N:10]([CH2:18][C:19]([Cl:26])=[O:20])[C:11]3([CH2:17][CH2:16][CH2:15][CH2:14][CH2:13]3)[N:12]=2)=[CH:4][CH:3]=1. The reactants are [Cl:1][C:2]1[CH:7]=[CH:6][C:5]([C:8]2[C:9](=[O:22])[N:10]([CH2:18][C:19](O)=[O:20])[C:11]3([CH2:17][CH2:16][CH2:15][CH2:14][CH2:13]3)[N:12]=2)=[CH:4][CH:3]=1.C(Cl)(=O)C([Cl:26])=O. (3) The reactants are [NH2:1][C@@H:2]([CH2:27][C:28]1[CH:33]=[CH:32][CH:31]=[CH:30][CH:29]=1)[CH2:3][C@H:4]([OH:26])[C@@H:5]([NH:13][C:14]([C@@H:16]([NH:21][C:22](=[O:25])[O:23][CH3:24])[C:17]([CH3:20])([CH3:19])[CH3:18])=[O:15])[CH2:6][C:7]1[CH:12]=[CH:11][CH:10]=[CH:9][CH:8]=1.[CH3:34][C@@H:35]([CH2:54][CH3:55])[C@H:36]([N:40]1[CH2:44][CH2:43][N:42]([CH2:45][C:46]2[CH:51]=[CH:50][CH:49]=[C:48]([CH3:52])[N:47]=2)[C:41]1=[O:53])[C:37](O)=[O:38].CCOP(ON1N=NC2C=CC=CC=2C1=O)(OCC)=O.C(N(CC)C(C)C)(C)C. The catalyst is C1COCC1. The product is [CH2:6]([C@H:5]([NH:13][C:14]([C@@H:16]([NH:21][C:22](=[O:25])[O:23][CH3:24])[C:17]([CH3:19])([CH3:20])[CH3:18])=[O:15])[C@@H:4]([OH:26])[CH2:3][C@@H:2]([NH:1][C:37](=[O:38])[C@@H:36]([N:40]1[CH2:44][CH2:43][N:42]([CH2:45][C:46]2[CH:51]=[CH:50][CH:49]=[C:48]([CH3:52])[N:47]=2)[C:41]1=[O:53])[CH:35]([CH3:34])[CH2:54][CH3:55])[CH2:27][C:28]1[CH:29]=[CH:30][CH:31]=[CH:32][CH:33]=1)[C:7]1[CH:12]=[CH:11][CH:10]=[CH:9][CH:8]=1. The yield is 0.480. (4) The reactants are [CH:1]([C:3]1[CH:11]=[CH:10][C:6]([C:7]([OH:9])=[O:8])=[CH:5][CH:4]=1)=[O:2].O=S(Cl)Cl.N1C=C[CH:19]=[CH:18][CH:17]=1.CC(O)C. The catalyst is ClCCl.CN(C=O)C.CCOC(C)=O.O. The product is [CH:1]([C:3]1[CH:11]=[CH:10][C:6]([C:7]([O:9][CH:18]([CH3:19])[CH3:17])=[O:8])=[CH:5][CH:4]=1)=[O:2]. The yield is 0.190.